From a dataset of Catalyst prediction with 721,799 reactions and 888 catalyst types from USPTO. Predict which catalyst facilitates the given reaction. (1) Product: [Cl:24][C:19]1[CH:18]=[C:17]([C:11]2([C:13]([F:16])([F:15])[F:14])[O:10][N:9]=[C:8]([C:5]3[CH:6]=[CH:7][C:2]([CH:33]=[O:34])=[C:3]([CH3:25])[CH:4]=3)[CH2:12]2)[CH:22]=[C:21]([Cl:23])[CH:20]=1. The catalyst class is: 3. Reactant: Br[C:2]1[CH:7]=[CH:6][C:5]([C:8]2[CH2:12][C:11]([C:17]3[CH:22]=[C:21]([Cl:23])[CH:20]=[C:19]([Cl:24])[CH:18]=3)([C:13]([F:16])([F:15])[F:14])[O:10][N:9]=2)=[CH:4][C:3]=1[CH3:25].C([SiH](CC)CC)C.[C:33](=O)([O-])[O-:34].[Na+].[Na+]. (2) Reactant: [CH3:1][NH2:2].[CH2:3]([O:10][C:11]([N:13]1[CH2:17][CH2:16][CH:15]([S:18](Cl)(=[O:20])=[O:19])[CH2:14]1)=[O:12])[C:4]1[CH:9]=[CH:8][CH:7]=[CH:6][CH:5]=1.O. Product: [CH3:1][NH:2][S:18]([CH:15]1[CH2:16][CH2:17][N:13]([C:11]([O:10][CH2:3][C:4]2[CH:9]=[CH:8][CH:7]=[CH:6][CH:5]=2)=[O:12])[CH2:14]1)(=[O:20])=[O:19]. The catalyst class is: 1. (3) Reactant: Cl.Cl.[N:3]1([C:9]2[C:10]3[CH2:17][CH2:16][CH:15]([OH:18])[C:11]=3[N:12]=[CH:13][N:14]=2)[CH2:8][CH2:7][NH:6][CH2:5][CH2:4]1.[C:19]([O:23][C:24]([N:26]([CH:39]([CH3:41])[CH3:40])[CH2:27][CH:28]([C:32]1[CH:37]=[CH:36][C:35]([Cl:38])=[CH:34][CH:33]=1)[C:29](O)=[O:30])=[O:25])([CH3:22])([CH3:21])[CH3:20].CN(C(ON1N=NC2C=CC=CC1=2)=[N+](C)C)C.F[P-](F)(F)(F)(F)F. Product: [Cl:38][C:35]1[CH:36]=[CH:37][C:32]([CH:28]([C:29]([N:6]2[CH2:5][CH2:4][N:3]([C:9]3[C:10]4[CH2:17][CH2:16][CH:15]([OH:18])[C:11]=4[N:12]=[CH:13][N:14]=3)[CH2:8][CH2:7]2)=[O:30])[CH2:27][N:26]([CH:39]([CH3:40])[CH3:41])[C:24](=[O:25])[O:23][C:19]([CH3:21])([CH3:20])[CH3:22])=[CH:33][CH:34]=1. The catalyst class is: 2. (4) Reactant: Cl.[Cl:2][C:3]1[CH:8]=[C:7]([Cl:9])[CH:6]=[CH:5][C:4]=1[C:10]1[NH:15][C:14](=[O:16])[N:13]2[N:17]=[C:18]([CH:20]3[CH2:25][CH2:24][NH:23][CH2:22][CH2:21]3)[N:19]=[C:12]2[CH:11]=1.Br[CH2:27][CH:28]1[CH2:30][CH2:29]1.C(=O)([O-])[O-].[K+].[K+]. Product: [ClH:2].[CH:28]1([CH2:27][N:23]2[CH2:24][CH2:25][CH:20]([C:18]3[N:19]=[C:12]4[N:13]([C:14](=[O:16])[NH:15][C:10]([C:4]5[CH:5]=[CH:6][C:7]([Cl:9])=[CH:8][C:3]=5[Cl:2])=[CH:11]4)[N:17]=3)[CH2:21][CH2:22]2)[CH2:30][CH2:29]1. The catalyst class is: 3. (5) Reactant: [CH2:1]=O.Cl.[CH3:4][NH:5][CH3:6].[CH2:7]([N:9]1[CH:13]=[CH:12][CH:11]=[CH:10]1)[CH3:8]. Product: [CH3:4][N:5]([CH2:1][C:10]1[N:9]([CH2:7][CH3:8])[CH:13]=[CH:12][CH:11]=1)[CH3:6]. The catalyst class is: 74.